From a dataset of Catalyst prediction with 721,799 reactions and 888 catalyst types from USPTO. Predict which catalyst facilitates the given reaction. Reactant: [O:1]1[C:3]2([CH2:8][CH2:7][N:6]([C:9]([O:11][CH2:12][C:13]3[CH:18]=[CH:17][CH:16]=[CH:15][CH:14]=3)=[O:10])[CH2:5][CH2:4]2)[CH2:2]1.[CH:19]1([NH2:25])[CH2:24][CH2:23][CH2:22][CH2:21][CH2:20]1.Cl([O-])(=O)(=O)=O.[Li+]. Product: [CH:19]1([NH:25][CH2:2][C:3]2([OH:1])[CH2:8][CH2:7][N:6]([C:9]([O:11][CH2:12][C:13]3[CH:18]=[CH:17][CH:16]=[CH:15][CH:14]=3)=[O:10])[CH2:5][CH2:4]2)[CH2:24][CH2:23][CH2:22][CH2:21][CH2:20]1. The catalyst class is: 10.